This data is from Reaction yield outcomes from USPTO patents with 853,638 reactions. The task is: Predict the reaction yield, written as a fraction of the theoretical maximum amount of product (1.0 means a 100% yield; for example, 0.34 means a 34% yield). (1) The reactants are [NH2:1][C:2]([C:4]1[CH:8]=[C:7]([C:9]([OH:11])=O)[N:6]([C:12]2[CH:17]=[CH:16][C:15]([F:18])=[C:14]([C:19]#[N:20])[CH:13]=2)[N:5]=1)=[O:3].[N:21]1[CH:26]=[CH:25][CH:24]=[CH:23][CH:22]=1.C(N=[C:31]=[N:32][CH:33]([CH3:35])[CH3:34])(C)C.Cl. The catalyst is CN(C=O)C. The product is [C:19]([C:14]1[CH:13]=[C:12]([N:6]2[C:7]([C:9]([N:21]3[C:23]4[C:24](=[CH:35][C:33]([N:32]5[CH2:31][CH2:9][CH2:7][CH2:8][CH2:4][C:2]5=[O:3])=[CH:34][CH:22]=4)[CH2:25][CH2:26]3)=[O:11])=[CH:8][C:4]([C:2]([NH2:1])=[O:3])=[N:5]2)[CH:17]=[CH:16][C:15]=1[F:18])#[N:20]. The yield is 0.490. (2) The reactants are [C:1]([O:5][C:6]([N:8]1[CH2:15][C@H:14]([OH:16])[CH2:13][C@H:9]1[C:10]([OH:12])=O)=[O:7])([CH3:4])([CH3:3])[CH3:2].Cl.[F:18][C@H:19]1[C@@H:23]([F:24])[CH2:22][NH:21][CH2:20]1. No catalyst specified. The product is [F:18][C@H:19]1[C@@H:23]([F:24])[CH2:22][N:21]([C:10]([C@@H:9]2[CH2:13][C@@H:14]([OH:16])[CH2:15][N:8]2[C:6]([O:5][C:1]([CH3:2])([CH3:3])[CH3:4])=[O:7])=[O:12])[CH2:20]1. The yield is 0.670. (3) The reactants are [F:1][C:2]([F:11])([F:10])[C:3]1[N:8]=[CH:7][C:6]([OH:9])=[CH:5][CH:4]=1.F[C:13]1[CH:20]=[CH:19][C:16]([CH:17]=[O:18])=[CH:15][CH:14]=1.C([O-])([O-])=O.[K+].[K+]. The catalyst is CN(C=O)C.O. The product is [F:11][C:2]([F:1])([F:10])[C:3]1[N:8]=[CH:7][C:6]([O:9][C:13]2[CH:20]=[CH:19][C:16]([CH:17]=[O:18])=[CH:15][CH:14]=2)=[CH:5][CH:4]=1. The yield is 1.00. (4) The reactants are [F:1][C:2]1[CH:30]=[CH:29][C:5]([CH2:6][N:7]2[C:12](=[O:13])[C:11]([CH2:14]OS(C)(=O)=O)=[CH:10][C:9]([C:20]3[CH:25]=[CH:24][C:23]([O:26][CH3:27])=[C:22]([F:28])[CH:21]=3)=[N:8]2)=[CH:4][CH:3]=1.[CH3:31][NH:32][CH3:33]. No catalyst specified. The product is [CH3:31][N:32]([CH2:14][C:11]1[C:12](=[O:13])[N:7]([CH2:6][C:5]2[CH:29]=[CH:30][C:2]([F:1])=[CH:3][CH:4]=2)[N:8]=[C:9]([C:20]2[CH:25]=[CH:24][C:23]([O:26][CH3:27])=[C:22]([F:28])[CH:21]=2)[CH:10]=1)[CH3:33]. The yield is 0.608.